Dataset: Forward reaction prediction with 1.9M reactions from USPTO patents (1976-2016). Task: Predict the product of the given reaction. Given the reactants Br[C:2]1[C:7]([N+:8]([O-:10])=[O:9])=[CH:6][C:5]([Br:11])=[CH:4][N:3]=1.[CH3:12][N:13](C)C(=O)C, predict the reaction product. The product is: [Br:11][C:5]1[CH:6]=[C:7]([N+:8]([O-:10])=[O:9])[C:2]([C:12]#[N:13])=[N:3][CH:4]=1.